Dataset: Drug-target binding data from BindingDB using Ki measurements. Task: Regression. Given a target protein amino acid sequence and a drug SMILES string, predict the binding affinity score between them. We predict pKi (pKi = -log10(Ki in M); higher means stronger inhibition). Dataset: bindingdb_ki. (1) The compound is CC1(C)CC=C(c2cnc3ccccc3c2)c2cc(C(=O)Nc3ccc(C(=O)O)cc3)ccc21. The target protein sequence is PALCQLGKYTTNNSSEQRVSLDIDLWDKFSELSTKCIIKTVEFAKQLPGFTTLTIADQITLLKAACLDILILRICTRYTPEQDTMTFSDGLTLNRTQMHNAGFGPLTDLVFAFANQLLPLEMDDAETGLLSAICLICGDRQDLEQPDRVDMLQEPLLEALKVYVRKRRPSRPHMFPKMLMKITDLRSISAKGAERVITLKMEIPGSMPPLIQEMLENSEG. The pKi is 8.6. (2) The small molecule is CCCCN1CCC(COC(=O)c2cc(F)c(N)c3c2OCCO3)CC1. The target protein (P26255) has sequence MAPWPHKNGSLAFWSDAPTLDPSAANTSGLPGVPWAAALAGALLALATVGGNLLVITAIARTPRLQTITNVFVTSLATADLVVGLLVMPPGATLALTGHWPLGATGCELWTSVDVLCVTASIETLCALAVDRYLAVTNPLRYGTLVTKRRARAAVVLVWIVSATVSFAPIMSQWWRVGADAEAQECHSNPRCCSFASNMPYALLSSSVSFYLPLLVMLFVYARVFVVAKRQRRLLRRELGRFPPEESPRSPSRSPSPATVGTPTASDGVPSCGRRPARLLPLGEHRALRTLGLIMGIFSLCWLPFFLANVLRALVGPSLVPSGVFIALNWLGYANSAFNPLIYCRSPDFRDAFRRLLCSYGGRGPEEPRVVTFPASPVASRQNSPLNRFDGYEGERPFPT. The pKi is 5.0. (3) The drug is CC(N)Cc1c[nH]c2ccc(OCc3cccs3)cc12. The target protein (Q29006) has sequence CCQPLVYRNKMTPLRVAVLLAGCWAIPVLISFLPIMQGWNNIGITDLIEKRKFHQNSNSTYCIFMVNKPYAITCSVVAFYIPFLLMVLAYWRIYVTAKEHAHQIQMLQRAGAPAEGRPPSADQHSTHRMRTETKAAK. The pKi is 5.0.